From a dataset of Catalyst prediction with 721,799 reactions and 888 catalyst types from USPTO. Predict which catalyst facilitates the given reaction. (1) Reactant: [F:1][C:2]1[CH:3]=[CH:4][C:5]2[C:14]([CH:15]=1)=[N:13][C:12]([O:16][C@H:17]1[CH2:49][N:20]3[C:21](=[O:48])[C@@H:22]([NH:39][C:40]([C:42]4[CH:46]=[C:45]([CH3:47])[O:44][N:43]=4)=[O:41])[CH2:23][CH2:24][CH2:25][CH2:26][CH2:27][CH:28]=[CH:29][C@@H:30]4[CH2:35][C@@:31]4([C:36](O)=[O:37])[NH:32][C:33](=[O:34])[C@@H:19]3[CH2:18]1)=[C:11]1[C:6]=2[CH:7]=[CH:8][CH:9]=[CH:10]1.C(N1C=CN=C1)(N1C=CN=C1)=O.[CH3:62][C:63]1([S:66]([NH2:69])(=[O:68])=[O:67])[CH2:65][CH2:64]1.Cl.O1CCOCC1. Product: [F:1][C:2]1[CH:3]=[CH:4][C:5]2[C:14]([CH:15]=1)=[N:13][C:12]([O:16][C@H:17]1[CH2:49][N:20]3[C:21](=[O:48])[C@@H:22]([NH:39][C:40]([C:42]4[CH:46]=[C:45]([CH3:47])[O:44][N:43]=4)=[O:41])[CH2:23][CH2:24][CH2:25][CH2:26][CH2:27][CH:28]=[CH:29][C@@H:30]4[CH2:35][C@@:31]4([C:36](=[O:37])[NH:69][S:66]([C:63]4([CH3:62])[CH2:65][CH2:64]4)(=[O:68])=[O:67])[NH:32][C:33](=[O:34])[C@@H:19]3[CH2:18]1)=[C:11]1[C:6]=2[CH:7]=[CH:8][CH:9]=[CH:10]1. The catalyst class is: 68. (2) Reactant: [F:1][C:2]1[CH:3]=[C:4]([N:8]2[CH2:13][C:12]3([CH2:18][CH2:17][N:16]([C:19]4[CH:24]=[CH:23][C:22]([O:25]C)=[CH:21][CH:20]=4)[CH2:15][CH2:14]3)[O:11][CH2:10][C:9]2=[O:27])[CH:5]=[CH:6][CH:7]=1.B(Br)(Br)Br.ClCCl.[OH-].[Na+]. Product: [F:1][C:2]1[CH:3]=[C:4]([N:8]2[CH2:13][C:12]3([CH2:14][CH2:15][N:16]([C:19]4[CH:20]=[CH:21][C:22]([OH:25])=[CH:23][CH:24]=4)[CH2:17][CH2:18]3)[O:11][CH2:10][C:9]2=[O:27])[CH:5]=[CH:6][CH:7]=1. The catalyst class is: 22. (3) Reactant: [CH3:1][O:2][C:3]1[CH:4]=[C:5]([CH:9]=[C:10]([O:14][CH3:15])[C:11]=1[O:12][CH3:13])[C:6](O)=[O:7].COCCOC.C(Cl)(=O)C([Cl:25])=O. Product: [CH3:1][O:2][C:3]1[CH:4]=[C:5]([CH:9]=[C:10]([O:14][CH3:15])[C:11]=1[O:12][CH3:13])[C:6]([Cl:25])=[O:7]. The catalyst class is: 9. (4) Reactant: CS(O[CH2:6][CH2:7][CH2:8][CH2:9][C:10]1[CH:15]=[CH:14][C:13]([O:16][C:17]([CH3:20])([CH3:19])[CH3:18])=[CH:12][CH:11]=1)(=O)=O.[I-:21].[Na+].CC(C)=O.C(OC(C)C)(C)C. Product: [C:17]([O:16][C:13]1[CH:14]=[CH:15][C:10]([CH2:9][CH2:8][CH2:7][CH2:6][I:21])=[CH:11][CH:12]=1)([CH3:20])([CH3:19])[CH3:18]. The catalyst class is: 6. (5) Reactant: [H-].[Na+].[CH:3]1([S:6]([NH2:9])(=[O:8])=[O:7])[CH2:5][CH2:4]1.[Cl:10][C:11]1[CH:12]=[C:13]2[C:18](=[C:19]([C:21](O)=[O:22])[CH:20]=1)[NH:17][CH:16]([C:24]1[CH:29]=[CH:28][CH:27]=[C:26]([N:30]3[CH2:35][CH2:34][O:33][CH2:32][CH2:31]3)[CH:25]=1)[C:15]([CH3:37])([CH3:36])[CH2:14]2.C(N1C=CN=C1)(N1C=CN=C1)=O. Product: [Cl:10][C:11]1[CH:12]=[C:13]2[C:18](=[C:19]([C:21]([NH:9][S:6]([CH:3]3[CH2:5][CH2:4]3)(=[O:8])=[O:7])=[O:22])[CH:20]=1)[NH:17][CH:16]([C:24]1[CH:29]=[CH:28][CH:27]=[C:26]([N:30]3[CH2:35][CH2:34][O:33][CH2:32][CH2:31]3)[CH:25]=1)[C:15]([CH3:37])([CH3:36])[CH2:14]2. The catalyst class is: 9. (6) Reactant: CC[C@H]1[C@H]2C[C@H]([C@H](OC3C4C(=CC=CC=4)C(O[C@H](C4C=CN=C5C=4C=C(OC)C=C5)[C@@H]4N5C[C@H](CC)[C@@H](CC5)C4)=NN=3)C3C=CN=C4C=3C=C([O:22]C)C=C4)N(CC2)C1.[C:59]([OH:63])([CH3:62])([CH3:61])[CH3:60].CS(N)(=O)=O.[CH2:69]([N:76]1[CH2:81]CC(=C)C[CH2:77]1)[C:70]1[CH:75]=[CH:74][CH:73]=[CH:72][CH:71]=1. Product: [CH2:69]([N:76]1[CH2:81][CH2:61][C:59]([CH2:62][OH:22])([OH:63])[CH2:60][CH2:77]1)[C:70]1[CH:75]=[CH:74][CH:73]=[CH:72][CH:71]=1. The catalyst class is: 6. (7) The catalyst class is: 121. Product: [CH3:29][N:28]([CH2:30][C:31]1[CH:32]=[CH:33][C:34]([NH:35]/[C:16](=[C:6]2\[C:1](=[O:3])[NH:4][C:12]3[C:7]\2=[CH:8][C:9]([N+:13]([O-:15])=[O:14])=[CH:10][CH:11]=3)/[C:17]2[CH:18]=[CH:19][CH:20]=[CH:21][CH:22]=2)=[CH:36][CH:37]=1)[CH3:27]. Reactant: [C:1]([N:4]1[C:12]2[C:7](=[CH:8][C:9]([N+:13]([O-:15])=[O:14])=[CH:10][CH:11]=2)[C:6](=[C:16](OCC)[C:17]2[CH:22]=[CH:21][CH:20]=[CH:19][CH:18]=2)C1=O)(=[O:3])C.[CH3:27][N:28]([CH2:30][C:31]1[CH:37]=[CH:36][C:34]([NH2:35])=[CH:33][CH:32]=1)[CH3:29].[OH-].[Na+]. (8) Reactant: [Cl:1][C:2]1[CH:7]=[C:6]([Cl:8])[CH:5]=[CH:4][C:3]=1[C:9]1[C:10]([CH3:16])=[N:11][CH:12]=[C:13]([CH3:15])[N:14]=1.C1C=C(Cl)C=C(C(OO)=[O:25])C=1. Product: [Cl:1][C:2]1[CH:7]=[C:6]([Cl:8])[CH:5]=[CH:4][C:3]=1[C:9]1[C:10]([CH3:16])=[N+:11]([O-:25])[CH:12]=[C:13]([CH3:15])[N:14]=1. The catalyst class is: 258.